From a dataset of Reaction yield outcomes from USPTO patents with 853,638 reactions. Predict the reaction yield, written as a fraction of the theoretical maximum amount of product (1.0 means a 100% yield; for example, 0.34 means a 34% yield). The reactants are [CH3:1][C:2]1[N:3]=[C:4]([C:14]2[CH:19]=[CH:18][CH:17]=[CH:16][CH:15]=2)[O:5][C:6]=1[C:7]1[CH:8]=[C:9]([CH2:12][NH2:13])[NH:10][N:11]=1.[C:20]([O:23][CH2:24][CH3:25])(=[O:22])C. The catalyst is C([O-])(O)=O.[Na+].ClC(OC)=O. The product is [CH2:24]([O:23][C:20](=[O:22])[NH:13][CH2:12][C:9]1[NH:10][N:11]=[C:7]([C:6]2[O:5][C:4]([C:14]3[CH:19]=[CH:18][CH:17]=[CH:16][CH:15]=3)=[N:3][C:2]=2[CH3:1])[CH:8]=1)[CH3:25]. The yield is 0.740.